Predict the reactants needed to synthesize the given product. From a dataset of Full USPTO retrosynthesis dataset with 1.9M reactions from patents (1976-2016). (1) Given the product [Cl:27][C:28]1[CH:33]=[CH:32][CH:31]=[CH:30][C:29]=1[N:34]1[CH2:17][CH2:16][N:14]2[C:12](=[O:13])[C:3]3[CH:4]=[N:5][N:6]([CH:7]4[CH2:11][CH2:10][CH2:9][CH2:8]4)[C:2]=3[N:1]=[C:36]2[CH2:35]1, predict the reactants needed to synthesize it. The reactants are: [NH2:1][C:2]1[N:6]([CH:7]2[CH2:11][CH2:10][CH2:9][CH2:8]2)[N:5]=[CH:4][C:3]=1[C:12]([NH2:14])=[O:13].N[C:16]1N(C(C)C)N=C[C:17]=1C(N)=O.[Cl:27][C:28]1[CH:33]=[CH:32][CH:31]=[CH:30][C:29]=1[NH:34][CH2:35][CH2:36]O.ClC1C=CC(NCCO)=CC=1. (2) Given the product [CH:3]1([NH:8][C:9]2[N:14]3[N:15]=[C:16]([C:30]4[CH:31]=[CH:32][C:33]([F:36])=[CH:34][CH:35]=4)[C:17]([C:18]4[CH:23]=[CH:22][N:21]=[C:20]([NH:24][CH:25]5[CH2:29][CH2:28][CH2:27][CH2:26]5)[N:19]=4)=[C:13]3[CH:12]=[CH:11][C:10]=2[C:37]([N:44]2[CH2:48][CH2:47][CH2:46][CH2:45]2)=[O:39])[CH2:4][CH2:5][CH2:6][CH2:7]1, predict the reactants needed to synthesize it. The reactants are: Cl.Cl.[CH:3]1([NH:8][C:9]2[N:14]3[N:15]=[C:16]([C:30]4[CH:35]=[CH:34][C:33]([F:36])=[CH:32][CH:31]=4)[C:17]([C:18]4[CH:23]=[CH:22][N:21]=[C:20]([NH:24][CH:25]5[CH2:29][CH2:28][CH2:27][CH2:26]5)[N:19]=4)=[C:13]3[CH:12]=[CH:11][C:10]=2[C:37]([OH:39])=O)[CH2:7][CH2:6][CH2:5][CH2:4]1.S(Cl)(Cl)=O.[NH:44]1[CH2:48][CH2:47][CH2:46][CH2:45]1. (3) Given the product [NH2:1][C:2]1[CH:9]=[CH:8][CH:7]=[CH:6][C:3]=1[C:4]([C:11]1[CH:16]=[CH:15][CH:14]=[CH:13][N:12]=1)=[O:23], predict the reactants needed to synthesize it. The reactants are: [NH2:1][C:2]1[CH:9]=[CH:8][CH:7]=[CH:6][C:3]=1[C:4]#N.Br[C:11]1[CH:16]=[CH:15][CH:14]=[CH:13][N:12]=1.C([Li])CCC.Cl.[OH-:23].[Na+]. (4) Given the product [N+:1]([C:4]1[S:8][C:7]([C:9]2[NH:13][C:12]3[CH:14]=[CH:15][CH:16]=[CH:17][C:11]=3[N:10]=2)=[CH:6][CH:5]=1)([O-:3])=[O:2].[OH:22][CH2:36][CH:26]([NH-:25])[CH:27]([OH:28])[C:29]1[CH:34]=[CH:33][C:32]([N+:1]([O-:3])=[O:2])=[CH:31][CH:30]=1, predict the reactants needed to synthesize it. The reactants are: [N+:1]([C:4]1[S:8][C:7]([C:9]2[NH:13][C:12]3[CH:14]=[CH:15][CH:16]=[C:17](C(O)=O)[C:11]=3[N:10]=2)=[CH:6][CH:5]=1)([O-:3])=[O:2].S(Cl)(Cl)=[O:22].[NH2:25][CH:26]([CH3:36])[CH:27]([C:29]1[CH:34]=[CH:33][C:32](Cl)=[CH:31][CH:30]=1)[OH:28]. (5) Given the product [CH3:1][O:2][C:3]([C:5]1[CH:14]=[CH:13][C:12]2[C:7](=[CH:8][CH:9]=[C:10]([O:36][CH3:37])[C:11]=2[CH2:15][N:16]2[C:22](=[O:23])[C@@H:21]([NH:24][C:25]([O:27][C:28]([CH3:31])([CH3:30])[CH3:29])=[O:26])[CH2:20][N:19]([CH2:39][CH2:40][CH2:41][NH:42][C:43]([O:44][CH2:45][C:46]3[CH:47]=[CH:48][CH:49]=[CH:50][CH:51]=3)=[O:52])[C:18]3[CH:32]=[CH:33][CH:34]=[CH:35][C:17]2=3)[CH:6]=1)=[O:4], predict the reactants needed to synthesize it. The reactants are: [CH3:1][O:2][C:3]([C:5]1[CH:14]=[CH:13][C:12]2[C:7](=[CH:8][CH:9]=[C:10]([O:36][CH3:37])[C:11]=2[CH2:15][N:16]2[C:22](=[O:23])[C@@H:21]([NH:24][C:25]([O:27][C:28]([CH3:31])([CH3:30])[CH3:29])=[O:26])[CH2:20][NH:19][C:18]3[CH:32]=[CH:33][CH:34]=[CH:35][C:17]2=3)[CH:6]=1)=[O:4].O=[CH:39][CH2:40][CH2:41][NH:42][C:43](=[O:52])[O:44][CH2:45][C:46]1[CH:51]=[CH:50][CH:49]=[CH:48][CH:47]=1.[BH-](OC(C)=O)(OC(C)=O)OC(C)=O.[Na+].